This data is from Forward reaction prediction with 1.9M reactions from USPTO patents (1976-2016). The task is: Predict the product of the given reaction. (1) Given the reactants Cl[C:2]1[C:3]2[C:10]([C:11]3[CH:16]=[CH:15][C:14]([O:17][CH3:18])=[CH:13][CH:12]=3)=[C:9]([C:19]3[CH:24]=[CH:23][CH:22]=[CH:21][CH:20]=3)[O:8][C:4]=2[N:5]=[CH:6][N:7]=1.[CH3:25][O:26][C:27](=[O:38])[CH2:28][CH2:29][CH2:30][C:31]1[CH:36]=[CH:35][CH:34]=[CH:33][C:32]=1[NH2:37], predict the reaction product. The product is: [CH3:25][O:26][C:27](=[O:38])[CH2:28][CH2:29][CH2:30][C:31]1[CH:36]=[CH:35][CH:34]=[CH:33][C:32]=1[NH:37][C:2]1[C:3]2[C:10]([C:11]3[CH:16]=[CH:15][C:14]([O:17][CH3:18])=[CH:13][CH:12]=3)=[C:9]([C:19]3[CH:20]=[CH:21][CH:22]=[CH:23][CH:24]=3)[O:8][C:4]=2[N:5]=[CH:6][N:7]=1. (2) Given the reactants C([O:3][C:4](=[O:33])[C@@H:5]([O:31][CH3:32])[CH2:6][C:7]1[CH:12]=[CH:11][C:10]([O:13][CH2:14][CH2:15][CH2:16][CH2:17][O:18][C:19]2[CH:24]=[CH:23][C:22]([C:25]3[CH:30]=[CH:29][CH:28]=[CH:27][CH:26]=3)=[CH:21][CH:20]=2)=[CH:9][CH:8]=1)C.[Li+].[OH-], predict the reaction product. The product is: [C:22]1([C:25]2[CH:26]=[CH:27][CH:28]=[CH:29][CH:30]=2)[CH:21]=[CH:20][C:19]([O:18][CH2:17][CH2:16][CH2:15][CH2:14][O:13][C:10]2[CH:11]=[CH:12][C:7]([CH2:6][CH:5]([O:31][CH3:32])[C:4]([OH:33])=[O:3])=[CH:8][CH:9]=2)=[CH:24][CH:23]=1.